Dataset: Full USPTO retrosynthesis dataset with 1.9M reactions from patents (1976-2016). Task: Predict the reactants needed to synthesize the given product. (1) Given the product [C:21]([O:20][CH:15]([C:8]1[N:9]([CH3:14])[C:10](=[O:13])[C:11]2[C:6]([C:7]=1[C:25]1[CH:30]=[CH:29][C:28]([CH3:31])=[C:27]([CH3:32])[CH:26]=1)=[CH:5][CH:4]=[C:3]([CH2:2][NH:1][C:36]([NH:35][CH2:33][CH3:34])=[O:37])[CH:12]=2)[C:16]([O:18][CH3:19])=[O:17])([CH3:22])([CH3:23])[CH3:24], predict the reactants needed to synthesize it. The reactants are: [NH2:1][CH2:2][C:3]1[CH:12]=[C:11]2[C:6]([C:7]([C:25]3[CH:30]=[CH:29][C:28]([CH3:31])=[C:27]([CH3:32])[CH:26]=3)=[C:8]([CH:15]([O:20][C:21]([CH3:24])([CH3:23])[CH3:22])[C:16]([O:18][CH3:19])=[O:17])[N:9]([CH3:14])[C:10]2=[O:13])=[CH:5][CH:4]=1.[CH2:33]([N:35]=[C:36]=[O:37])[CH3:34]. (2) Given the product [NH:13]1[C:21]2[C:16](=[CH:17][C:18]([C:2]3[CH:11]=[CH:10][C:9]4[C:4](=[CH:5][CH:6]=[CH:7][CH:8]=4)[N:3]=3)=[CH:19][CH:20]=2)[CH:15]=[CH:14]1, predict the reactants needed to synthesize it. The reactants are: Cl[C:2]1[CH:11]=[CH:10][C:9]2[C:4](=[CH:5][CH:6]=[CH:7][CH:8]=2)[N:3]=1.C[N:13]1[C:21]2[C:16](=[CH:17][C:18](B3OC(C)(C)C(C)(C)O3)=[CH:19][CH:20]=2)[CH:15]=[CH:14]1. (3) Given the product [Cl:1][C:2]1[CH:9]=[C:8]([O:10][C@@H:11]2[CH2:15][CH2:14][CH2:13][C@@H:12]2[O:16][CH3:17])[CH:7]=[CH:6][C:3]=1[C:4]#[N:5], predict the reactants needed to synthesize it. The reactants are: [Cl:1][C:2]1[CH:9]=[C:8]([O:10][C@@H:11]2[CH2:15][CH2:14][CH2:13][C@@H:12]2[OH:16])[CH:7]=[CH:6][C:3]=1[C:4]#[N:5].[CH3:17]I. (4) Given the product [Cl:15][CH:5]([C:4](=[O:10])[C:3]([O:2][CH3:1])([O:12][CH3:13])[CH3:11])[C:6]([O:8][CH3:9])=[O:7], predict the reactants needed to synthesize it. The reactants are: [CH3:1][O:2][C:3]([O:12][CH3:13])([CH3:11])[C:4](=[O:10])[CH2:5][C:6]([O:8][CH3:9])=[O:7].C(Cl)[Cl:15]. (5) Given the product [F:1][C:2]1[CH:7]=[C:6]([C:8]2[CH:13]=[CH:12][C:11]([O:14][CH2:15][C:16]3[CH:25]=[CH:24][C:23]4[C:18](=[CH:19][CH:20]=[CH:21][CH:22]=4)[N:17]=3)=[CH:10][CH:9]=2)[C:5]([OH:26])=[CH:4][CH:3]=1, predict the reactants needed to synthesize it. The reactants are: [F:1][C:2]1[CH:3]=[CH:4][C:5]([O:26]C2CCCCO2)=[C:6]([C:8]2[CH:13]=[CH:12][C:11]([O:14][CH2:15][C:16]3[CH:25]=[CH:24][C:23]4[C:18](=[CH:19][CH:20]=[CH:21][CH:22]=4)[N:17]=3)=[CH:10][CH:9]=2)[CH:7]=1.C1(C)C=CC(S([O-])(=O)=O)=CC=1.[NH+]1C=CC=CC=1. (6) The reactants are: Br[C:2]1[CH:7]=[C:6]([CH3:8])[CH:5]=[C:4]([O:9][C:10]2[N:14]([CH3:15])[N:13]=[C:12]([C:16]([F:19])([F:18])[F:17])[CH:11]=2)[N:3]=1.[C:20]([C:24]1[CH:29]=[C:28](C)[CH:27]=[C:26](C(C)(C)C)[C:25]=1O)(C)(C)[CH3:21].C([Sn](CCCC)(CCCC)C#CC1C=CC=CC=1)CCC. Given the product [CH3:8][C:6]1[CH:7]=[C:2]([C:21]#[C:20][C:24]2[CH:29]=[CH:28][CH:27]=[CH:26][CH:25]=2)[N:3]=[C:4]([O:9][C:10]2[N:14]([CH3:15])[N:13]=[C:12]([C:16]([F:19])([F:18])[F:17])[CH:11]=2)[CH:5]=1, predict the reactants needed to synthesize it. (7) Given the product [CH3:1][NH:2][C:3]([C:5]1[CH:10]=[C:9]([O:11][C:12]2[CH:13]=[CH:14][C:15]3[O:19][C:18]([NH:20][C:21]4[CH:26]=[CH:25][C:24]([Cl:27])=[C:23]([CH2:28][N:29]5[CH2:34][CH2:33][N:32]([CH2:35][CH2:40][N:41]([CH3:46])[CH3:42])[CH2:31][CH2:30]5)[CH:22]=4)=[N:17][C:16]=3[CH:36]=2)[CH:8]=[CH:7][N:6]=1)=[O:4], predict the reactants needed to synthesize it. The reactants are: [CH3:1][NH:2][C:3]([C:5]1[CH:10]=[C:9]([O:11][C:12]2[CH:13]=[CH:14][C:15]3[O:19][C:18]([NH:20][C:21]4[CH:26]=[CH:25][C:24]([Cl:27])=[C:23]([CH2:28][N:29]5[CH2:34][CH2:33][N:32]([CH3:35])[CH2:31][CH2:30]5)[CH:22]=4)=[N:17][C:16]=3[CH:36]=2)[CH:8]=[CH:7][N:6]=1)=[O:4].ClC1C=CC(N=C=S)=CC=1[CH2:40][N:41]1[CH2:46][CH2:42][N:41]([CH2:46][CH2:40][N:41]([CH3:46])[CH3:42])[CH2:40][CH2:42]1.C(Cl)Cl.C(Cl)CCl.